Dataset: Full USPTO retrosynthesis dataset with 1.9M reactions from patents (1976-2016). Task: Predict the reactants needed to synthesize the given product. Given the product [C:1]1(=[CH:5][CH2:6][O:7][C:8]2[CH:9]=[C:10]([CH:15]=[CH:16][CH:17]=2)[C:11]([OH:13])=[O:12])[CH2:2][CH2:3][CH2:4]1, predict the reactants needed to synthesize it. The reactants are: [C:1]1(=[CH:5][CH2:6][O:7][C:8]2[CH:9]=[C:10]([CH:15]=[CH:16][CH:17]=2)[C:11]([O:13]C)=[O:12])[CH2:4][CH2:3][CH2:2]1.O.[OH-].[Li+].